Task: Regression. Given a target protein amino acid sequence and a drug SMILES string, predict the binding affinity score between them. We predict pIC50 (pIC50 = -log10(IC50 in M); higher means more potent). Dataset: bindingdb_ic50.. Dataset: Drug-target binding data from BindingDB using IC50 measurements (1) The compound is CC(C)C[C@H](NC(=O)[C@H](Cc1ccccc1)NC(=O)c1cnccn1)B(O)O. The target protein (P20618) has sequence MLSSTAMYSAPGRDLGMEPHRAAGPLQLRFSPYVFNGGTILAIAGEDFAIVASDTRLSEGFSIHTRDSPKCYKLTDKTVIGCSGFHGDCLTLTKIIEARLKMYKHSNNKAMTTGAIAAMLSTILYSRRFFPYYVYNIIGGLDEEGKGAVYSFDPVGSYQRDSFKAGGSASAMLQPLLDNQVGFKNMQNVEHVPLSLDRAMRLVKDVFISAAERDVYTGDALRICIVTKEGIREETVSLRKD. The pIC50 is 7.3. (2) The target protein (O15244) has sequence MPTTVDDVLEHGGEFHFFQKQMFFLLALLSATFAPIYVGIVFLGFTPDHRCRSPGVAELSLRCGWSPAEELNYTVPGPGPAGEASPRQCRRYEVDWNQSTFDCVDPLASLDTNRSRLPLGPCRDGWVYETPGSSIVTEFNLVCANSWMLDLFQSSVNVGFFIGSMSIGYIADRFGRKLCLLTTVLINAAAGVLMAISPTYTWMLIFRLIQGLVSKAGWLIGYILITEFVGRRYRRTVGIFYQVAYTVGLLVLAGVAYALPHWRWLQFTVSLPNFFFLLYYWCIPESPRWLISQNKNAEAMRIIKHIAKKNGKSLPASLQRLRLEEETGKKLNPSFLDLVRTPQIRKHTMILMYNWFTSSVLYQGLIMHMGLAGDNIYLDFFYSALVEFPAAFMIILTIDRIGRRYPWAASNMVAGAACLASVFIPGDLQWLKIIISCLGRMGITMAYEIVCLVNAELYPTFIRNLGVHICSSMCDIGGIITPFLVYRLTNIWLELPLMVF.... The pIC50 is 5.3. The compound is Cn1c(CNc2ccc(C(=N)N)cc2)nc2cc(C(=O)N(CCC(=O)O)c3ccccn3)ccc21. (3) The drug is COc1ccc(C(=O)Nc2cccc(Cl)c2)cc1. The target protein sequence is MSRRLNNILEHISIQGNDGETVRAVKRDVAMAALTNQFTMSVESMRQIMTYLLYEMVEGLEGRESTVRMLPSYVYKADPKRATGVFYALDLGGTNFRVLRVACKEGAVVDSSTSAFKIPKYALEGNATDLFDFIASNVKKTMETRAPEDLNRTVPLGFTFSFPVEQTKVNRGVLIRWTKGFSTKGVQGNDVIALLQAAFGRVSLKVNVVALCNDTVATMISHYFKDPEVQVGVIIGTGSNACYFETASAVTKDPAVAARGSALTPISMESGNFDSKYRFVLPTTKFDLDIDDASLNKGQQALEKMISGMYLGEIARRVIVHLSSINCLPAALQTALGNRGSFESRFAGMISADRMPGLQFTRSTIQKVCGVDVQSIEDLRIIRDVCRLVRGRAAQLSASFCCAPLVKTQTQGRATIAIDGSVFEKIPSFRRVLQDNINRILGPECDVRAVLAKGGSGVGAALISAIVADGK. The pIC50 is 4.6. (4) The small molecule is NC(=O)c1ccc2c(O)c(C(=O)O)cnc2c1. The target protein (P00346) has sequence MLSALARPAGAALRRSFSTSXQNNAKVAVLGASGGIGQPLSLLLKNSPLVSRLTLYDIAHTPGVAADLSHIETRATVKGYLGPEQLPDCLKGCDVVVIPAGVPRKPGMTRDDLFNTNATIVATLTAACAQHCPDAMICIISNPVNSTIPITAEVFKKHGVYNPNKIFGVTTLDIVRANAFVAELKGLDPARVSVPVIGGHAGKTIIPLISQCTPKVDFPQDQLSTLTGRIQEAGTEVVKAKAGAGSATLSMAYAGARFVFSLVDAMNGKEGVVECSFVKSQETDCPYFSTPLLLGKKGIEKNLGIGKISPFEEKMIAEAIPELKASIKKGEEFVKNMK. The pIC50 is 3.1. (5) The compound is Cc1ccc(C(=O)Nc2ccc(NC(=O)CCC(=O)NN)cc2)s1. The target protein sequence is MVTALSDVNNTDNYGAGQIQVLEGLEAVRKRPGMYIGSTSERGLHHLVWEIVDNSIDEALAGYANQIEVVIEKDNWIKVTDNGRGIPVDIQEKMGRPAVEVILTVLHAGGKFGGGGYKVSGGLHGVGSSVVNALSQDLEVYVHRNETIYHQAYKKGVPQFDLKEVGTTDKTGTVIRFKADGDIFTETTVYNYETLQQRIRELAFLNKGIQITLRDERDEENVREDSYHYEGGIKSYVELLNENKEPIHDEPIYIHQSKDDIEVEIAIQYNSGYATNLLTYANNIHTYEGGTHEDGFKRALTRVLNSYGLSSKIMKEEKDRLSGEDTREGMTAIISIKHGDPQFEGQTKTKLGNSEVRQVVDKLFSEHFERFLYENPQVARTVVEKGIMAARARVAAKKAREVTRRKSALDVASLPGKLADCSSKSPEECEIFLVEGDSAGGSTKSGRDSRTQAILPLRGKILNVEKARLDRILNNNEIRQMITAFGTGIGGDFDLAKARY.... The pIC50 is 5.0. (6) The drug is COCc1nnc(-c2cc(C(=O)N3CCC(c4ccc(C#N)cc4)CC3)c(C)cc2C2CC2)[nH]1. The target protein (P49327) has sequence MEEVVIAGMSGKLPESENLQEFWDNLIGGVDMVTDDDRRWKAGLYGLPRRSGKLKDLSRFDASFFGVHPKQAHTMDPQLRLLLEVTYEAIVDGGINPDSLRGTHTGVWVGVSGSETSEALSRDPETLVGYSMVGCQRAMMANRLSFFFDFRGPSIALDTACSSSLMALQNAYQAIHSGQCPAAIVGGINVLLKPNTSVQFLRLGMLSPEGTCKAFDTAGNGYCRSEGVVAVLLTKKSLARRVYATILNAGTNTDGFKEQGVTFPSGDIQEQLIRSLYQSAGVAPESFEYIEAHGTGTKVGDPQELNGITRALCATRQEPLLIGSTKSNMGHPEPASGLAALAKVLLSLEHGLWAPNLHFHSPNPEIPALLDGRLQVVDQPLPVRGGNVGINSFGFGGSNVHIILRPNTQPPPAPAPHATLPRLLRASGRTPEAVQKLLEQGLRHSQDLAFLSMLNDIAAVPATAMPFRGYAVLGGERGGPEVQQVPAGERPLWFICSGMG.... The pIC50 is 6.4. (7) The drug is CC(C)C[C@H](NC(=O)[C@H](Cc1c[nH]c2ccccc12)NC(=O)OC(C)(C)C)C(=O)N[C@@H](CC(=O)O)C(=O)N(C)C. The target protein (P25102) has sequence MEPNGTVHSCCLDSMALKVTISVVLTTLILITIAGNVVVCLAVSLNRRLRSLTNCFIVSLAATDLLLGLLVLPFSAIYQLSFTWSFGHVFCNIYTSLDVMLCTASILNLFMISLDRYCAVTDPLRYPVLVTPVRVAISLVFIWVISITLSFLSIHLGWNSRNGTRGGNDTFKCKVQVNEVYGLVDGLVTFYLPLLIMCVTYYRIFKIAREQAKRINHISSWKAATIREHKATVTLAAVMGAFIICWFPYFTAFVYRGLRGDDAINEAVEGIVLWLGYANSALNPILYAALNRDFRTAYQQLFHCKFASHNSHKTSLRLNNSLLPRSQSREGRWQEEKPLKLQVWSGTELTHPQGNPIR. The pIC50 is 4.0. (8) The drug is COc1ccc2nc(C)c3c(C)nc(-c4sc(C)nc4C)n3c2n1. The target protein (Q9HCR9) has sequence MAASRLDFGEVETFLDRHPELFEDYLMRKGKQEMVEKWLQRHSQGQGALGPRPSLAGTSSLAHSTCRGGSSVGGGTGPNGSAHSQPLPGGGDCGGVPLSPSWAGGSRGDGNLQRRASQKELRKSFARSKAIHVNRTYDEQVTSRAQEPLSSVRRRALLRKASSLPPTTAHILSALLESRVNLPRYPPTAIDYKCHLKKHNERQFFLELVKDISNDLDLTSLSYKILIFVCLMVDADRCSLFLVEGAAAGKKTLVSKFFDVHAGTPLLPCSSTENSNEVQVPWGKGIIGYVGEHGETVNIPDAYQDRRFNDEIDKLTGYKTKSLLCMPIRSSDGEIIGVAQAINKIPEGAPFTEDDEKVMQMYLPFCGIAISNAQLFAASRKEYERSRALLEVVNDLFEEQTDLEKIVKKIMHRAQTLLKCERCSVLLLEDIESPVVKFTKSFELMSPKCSADAENSFKESMEKSSYSDWLINNSIAELVASTGLPVNISDAYQDPRFDAE.... The pIC50 is 5.3. (9) The small molecule is O=C(CSc1nc2ccccc2s1)NCC1CCCN(Cc2ccccc2)C1. The target protein (P51677) has sequence MTTSLDTVETFGTTSYYDDVGLLCEKADTRALMAQFVPPLYSLVFTVGLLGNVVVVMILIKYRRLRIMTNIYLLNLAISDLLFLVTLPFWIHYVRGHNWVFGHGMCKLLSGFYHTGLYSEIFFIILLTIDRYLAIVHAVFALRARTVTFGVITSIVTWGLAVLAALPEFIFYETEELFEETLCSALYPEDTVYSWRHFHTLRMTIFCLVLPLLVMAICYTGIIKTLLRCPSKKKYKAIRLIFVIMAVFFIFWTPYNVAILLSSYQSILFGNDCERSKHLDLVMLVTEVIAYSHCCMNPVIYAFVGERFRKYLRHFFHRHLLMHLGRYIPFLPSEKLERTSSVSPSTAEPELSIVF. The pIC50 is 6.0. (10) The compound is COC(=O)Cn1nc(-c2cccnc2)c2ccccc21. The target protein (P00156) has sequence MTPMRKTNPLMKLINHSFIDLPTPSNISAWWNFGSLLGACLILQITTGLFLAMHYSPDASTAFSSIAHITRDVNYGWIIRYLHANGASMFFICLFLHIGRGLYYGSFLYSETWNIGIILLLATMATAFMGYVLPWGQMSFWGATVITNLLSAIPYIGTDLVQWIWGGYSVDSPTLTRFFTFHFILPFIIAALATLHLLFLHETGSNNPLGITSHSDKITFHPYYTIKDALGLLLFLLSLMTLTLFSPDLLGDPDNYTLANPLNTPPHIKPEWYFLFAYTILRSVPNKLGGVLALLLSILILAMIPILHMSKQQSMMFRPLSQSLYWLLAADLLILTWIGGQPVSYPFTIIGQVASVLYFTTILILMPTISLIENKMLKWA. The pIC50 is 4.2.